Dataset: Tox21: 12 toxicity assays (nuclear receptors and stress response pathways). Task: Binary classification across 12 toxicity assays. (1) The molecule is Nc1ncc([N+](=O)[O-])s1. It tested positive (active) for: NR-AhR (Aryl hydrocarbon Receptor agonist activity), NR-ER (Estrogen Receptor agonist activity), and SR-MMP (Mitochondrial Membrane Potential disruption). (2) The molecule is CC[Ge](Cl)(CC)CC. It tested positive (active) for: NR-ER (Estrogen Receptor agonist activity). (3) The compound is C[C@@H](Cc1ccc(O)c(O)c1)[C@H](C)Cc1ccc(O)c(O)c1. It tested positive (active) for: SR-MMP (Mitochondrial Membrane Potential disruption).